This data is from Forward reaction prediction with 1.9M reactions from USPTO patents (1976-2016). The task is: Predict the product of the given reaction. (1) Given the reactants [CH3:1][C:2]1[N:7]=[C:6]([NH:8][C:9](=[O:11])[CH3:10])[CH:5]=[CH:4][C:3]=1[N+:12]([O-:14])=[O:13].C([O-])([O-])=O.[K+].[K+].Br[CH2:22][CH:23]1[CH2:26][CH2:25][CH2:24]1.O, predict the reaction product. The product is: [CH:23]1([CH2:22][N:8]([C:6]2[CH:5]=[CH:4][C:3]([N+:12]([O-:14])=[O:13])=[C:2]([CH3:1])[N:7]=2)[C:9](=[O:11])[CH3:10])[CH2:26][CH2:25][CH2:24]1. (2) Given the reactants [F:1][C:2]1[CH:3]=[CH:4][C:5]([C:26]2[C:31]([CH3:32])=[CH:30][C:29]([O:33][CH2:34][C:35]3([OH:41])[CH2:40][CH2:39][O:38][CH2:37][CH2:36]3)=[CH:28][C:27]=2[CH3:42])=[C:6]2[C:10]=1[C@H:9]([O:11][C:12]1[CH:25]=[CH:24][C:15]3[C@H:16]([CH2:19][C:20]([O:22]C)=[O:21])[CH2:17][O:18][C:14]=3[CH:13]=1)[CH2:8][CH2:7]2, predict the reaction product. The product is: [F:1][C:2]1[CH:3]=[CH:4][C:5]([C:26]2[C:31]([CH3:32])=[CH:30][C:29]([O:33][CH2:34][C:35]3([OH:41])[CH2:36][CH2:37][O:38][CH2:39][CH2:40]3)=[CH:28][C:27]=2[CH3:42])=[C:6]2[C:10]=1[C@H:9]([O:11][C:12]1[CH:25]=[CH:24][C:15]3[C@H:16]([CH2:19][C:20]([OH:22])=[O:21])[CH2:17][O:18][C:14]=3[CH:13]=1)[CH2:8][CH2:7]2. (3) Given the reactants [F:1][C:2]([F:27])([F:26])[CH2:3][N:4]1[C:8]2[N:9]=[C:10]([C:19]3[CH:25]=[CH:24][C:22]([NH2:23])=[CH:21][CH:20]=3)[N:11]=[C:12]([N:13]3[CH2:18][CH2:17][O:16][CH2:15][CH2:14]3)[C:7]=2[CH:6]=[CH:5]1.ClC(Cl)(O[C:32](=[O:38])OC(Cl)(Cl)Cl)Cl.[CH3:40][N:41]1[CH2:46][CH2:45][N:44]([C:47]2[CH:53]=[CH:52][C:50]([NH2:51])=[CH:49][CH:48]=2)[CH2:43][CH2:42]1, predict the reaction product. The product is: [CH3:40][N:41]1[CH2:42][CH2:43][N:44]([C:47]2[CH:53]=[CH:52][C:50]([NH:51][C:32]([NH:23][C:22]3[CH:24]=[CH:25][C:19]([C:10]4[N:11]=[C:12]([N:13]5[CH2:18][CH2:17][O:16][CH2:15][CH2:14]5)[C:7]5[CH:6]=[CH:5][N:4]([CH2:3][C:2]([F:26])([F:1])[F:27])[C:8]=5[N:9]=4)=[CH:20][CH:21]=3)=[O:38])=[CH:49][CH:48]=2)[CH2:45][CH2:46]1. (4) Given the reactants [CH2:1]([O:3][C:4](=[O:20])[CH2:5][N:6]=[C:7]([C:14]1[CH:19]=[CH:18][CH:17]=[CH:16][CH:15]=1)[C:8]1[CH:13]=[CH:12][CH:11]=[CH:10][CH:9]=1)[CH3:2].[F:21][C:22]1[CH:23]=[C:24]([CH:27]=[C:28]([F:31])[C:29]=1[F:30])[CH2:25]Br.C(=O)([O-])[O-].[K+].[K+], predict the reaction product. The product is: [CH2:1]([O:3][C:4](=[O:20])[CH:5]([CH2:25][C:24]1[CH:23]=[C:22]([F:21])[C:29]([F:30])=[C:28]([F:31])[CH:27]=1)[N:6]=[C:7]([C:14]1[CH:19]=[CH:18][CH:17]=[CH:16][CH:15]=1)[C:8]1[CH:9]=[CH:10][CH:11]=[CH:12][CH:13]=1)[CH3:2]. (5) Given the reactants [Br:1][CH2:2][CH2:3][O:4][CH3:5].C1(C)C=CC=CC=1.[CH2:13]([P:15]([CH2:18][CH3:19])[CH2:16][CH3:17])[CH3:14], predict the reaction product. The product is: [Br-:1].[CH2:13]([P+:15]([CH2:18][CH3:19])([CH2:16][CH3:17])[CH2:2][CH2:3][O:4][CH3:5])[CH3:14]. (6) Given the reactants [O:1]=[C:2]1[N:8]([CH2:9][C:10](=[O:16])[N:11]2[CH2:15][CH2:14][CH2:13][CH2:12]2)[C:7]2[CH:17]=[CH:18][CH:19]=[CH:20][C:6]=2[N:5]([C:21]2[CH:26]=[CH:25][CH:24]=[CH:23][CH:22]=2)[C:4](=[O:27])[N:3]1[CH2:28][C:29](O)=[O:30].[F:32][C:33]1[CH:39]=[CH:38][C:36]([NH2:37])=[CH:35][CH:34]=1, predict the reaction product. The product is: [O:1]=[C:2]1[N:8]([CH2:9][C:10](=[O:16])[N:11]2[CH2:12][CH2:13][CH2:14][CH2:15]2)[C:7]2[CH:17]=[CH:18][CH:19]=[CH:20][C:6]=2[N:5]([C:21]2[CH:22]=[CH:23][CH:24]=[CH:25][CH:26]=2)[C:4](=[O:27])[N:3]1[CH2:28][C:29]([NH:37][C:36]1[CH:38]=[CH:39][C:33]([F:32])=[CH:34][CH:35]=1)=[O:30].